Dataset: Reaction yield outcomes from USPTO patents with 853,638 reactions. Task: Predict the reaction yield, written as a fraction of the theoretical maximum amount of product (1.0 means a 100% yield; for example, 0.34 means a 34% yield). (1) The reactants are Cl.[N:2]1[CH:7]=[CH:6][CH:5]=[CH:4][C:3]=1[N:8]([CH2:32][CH2:33][C:34]([O:36][CH3:37])=[O:35])[C:9]([C:11]1[CH:31]=[CH:30][C:14]2[N:15]([CH3:29])[C:16]([CH2:18][NH:19][C:20]3[CH:25]=[CH:24][C:23]([C:26](=[NH:28])[NH2:27])=[CH:22][CH:21]=3)=[N:17][C:13]=2[CH:12]=1)=[O:10].Cl[C:39]([O:41][CH2:42][CH3:43])=[O:40]. The catalyst is ClCCl.CO. The product is [N:2]1[CH:7]=[CH:6][CH:5]=[CH:4][C:3]=1[N:8]([CH2:32][CH2:33][C:34]([O:36][CH3:37])=[O:35])[C:9]([C:11]1[CH:31]=[CH:30][C:14]2[N:15]([CH3:29])[C:16]([CH2:18][NH:19][C:20]3[CH:25]=[CH:24][C:23]([C:26](=[NH:27])[NH:28][C:39]([O:41][CH2:42][CH3:43])=[O:40])=[CH:22][CH:21]=3)=[N:17][C:13]=2[CH:12]=1)=[O:10]. The yield is 0.720. (2) The reactants are [C:1]12([CH2:11][OH:12])[CH2:10][CH:5]3[CH2:6][CH:7]([CH2:9][CH:3]([CH2:4]3)[CH2:2]1)[CH2:8]2.CC(C)([O-])C.[K+].[Br:19][C:20]1[CH:21]=[N:22][CH:23]=[CH:24][C:25]=1Cl. The catalyst is CS(C)=O. The product is [C:1]12([CH2:11][O:12][C:25]3[CH:24]=[CH:23][N:22]=[CH:21][C:20]=3[Br:19])[CH2:8][CH:7]3[CH2:6][CH:5]([CH2:4][CH:3]([CH2:9]3)[CH2:2]1)[CH2:10]2. The yield is 0.940.